This data is from Full USPTO retrosynthesis dataset with 1.9M reactions from patents (1976-2016). The task is: Predict the reactants needed to synthesize the given product. (1) Given the product [NH2:18][C:19]1[N:28]=[C:27]([C:29]([N:31]2[CH2:32][C:33]3[C:38](=[CH:37][CH:36]=[CH:35][CH:34]=3)[CH2:39]2)=[O:30])[C:26]2[C:21](=[CH:22][CH:23]=[C:4]([C:3]3[CH:6]=[C:7]([F:10])[CH:8]=[CH:9][C:2]=3[CH:11]=[O:14])[CH:25]=2)[N:20]=1, predict the reactants needed to synthesize it. The reactants are: Br[C:2]1[CH:9]=[CH:8][C:7]([F:10])=[CH:6][C:3]=1[CH:4]=O.[C:11](=[O:14])([O-])[O-].[K+].[K+].O.[NH2:18][C:19]1[N:28]=[C:27]([C:29]([N:31]2[CH2:39][C:38]3[C:33](=[CH:34][CH:35]=[CH:36][CH:37]=3)[CH2:32]2)=[O:30])[C:26]2[C:21](=[CH:22][CH:23]=C(B3OC(C)(C)C(C)(C)O3)[CH:25]=2)[N:20]=1. (2) Given the product [N:17]([CH2:2][CH:3]1[O:7][CH:6]([C:8]2[N:12]([CH3:13])[N:11]=[CH:10][C:9]=2[N+:14]([O-:16])=[O:15])[CH2:5][CH2:4]1)=[N+:18]=[N-:19], predict the reactants needed to synthesize it. The reactants are: I[CH2:2][CH:3]1[O:7][CH:6]([C:8]2[N:12]([CH3:13])[N:11]=[CH:10][C:9]=2[N+:14]([O-:16])=[O:15])[CH2:5][CH2:4]1.[N-:17]=[N+:18]=[N-:19].[Na+]. (3) Given the product [CH:19]1([C:22]2[N:27]=[C:26]([C:28]3[CH:29]=[C:30]([CH3:34])[CH:31]=[CH:32][CH:33]=3)[C:25]([CH2:35][NH:36][C:15](=[O:17])[CH:14]([C:4]3[CH:5]=[CH:6][C:7]([CH2:8][NH:9][S:10]([CH3:13])(=[O:11])=[O:12])=[C:2]([F:1])[CH:3]=3)[CH3:18])=[CH:24][CH:23]=2)[CH2:21][CH2:20]1, predict the reactants needed to synthesize it. The reactants are: [F:1][C:2]1[CH:3]=[C:4]([CH:14]([CH3:18])[C:15]([OH:17])=O)[CH:5]=[CH:6][C:7]=1[CH2:8][NH:9][S:10]([CH3:13])(=[O:12])=[O:11].[CH:19]1([C:22]2[N:27]=[C:26]([C:28]3[CH:29]=[C:30]([CH3:34])[CH:31]=[CH:32][CH:33]=3)[C:25]([CH2:35][NH2:36])=[CH:24][CH:23]=2)[CH2:21][CH2:20]1.CN(C)CCCN=C=NCC.ON1C2C=CC=CC=2N=N1.C(N(CC)CC)C. (4) The reactants are: Cl.[NH:2]([C:4]1[CH:5]=[C:6]([CH:10]=[CH:11][CH:12]=1)[C:7]([OH:9])=[O:8])[NH2:3].[CH3:13][C:14]([CH3:21])([CH3:20])[C:15](=O)[CH2:16][C:17]#[N:18].[CH3:22][CH2:23]O. Given the product [CH2:22]([O:8][C:7](=[O:9])[C:6]1[CH:10]=[CH:11][CH:12]=[C:4]([N:2]2[C:17]([NH2:18])=[CH:16][C:15]([C:14]([CH3:21])([CH3:20])[CH3:13])=[N:3]2)[CH:5]=1)[CH3:23].[NH2:18][C:17]1[N:2]([C:4]2[CH:5]=[C:6]([CH:10]=[CH:11][CH:12]=2)[C:7]([OH:9])=[O:8])[N:3]=[C:15]([C:14]([CH3:21])([CH3:20])[CH3:13])[CH:16]=1, predict the reactants needed to synthesize it. (5) Given the product [F:29][C:30]1[CH:35]=[CH:34][C:33]([O:36][C:3]2[CH:18]=[C:17]([C:19]([F:22])([F:21])[F:20])[CH:16]=[CH:15][C:4]=2[C:5]([NH:7][C:8]2[CH:13]=[CH:12][NH:11][C:10](=[O:14])[CH:9]=2)=[O:6])=[C:32]([CH3:37])[CH:31]=1, predict the reactants needed to synthesize it. The reactants are: Br.F[C:3]1[CH:18]=[C:17]([C:19]([F:22])([F:21])[F:20])[CH:16]=[CH:15][C:4]=1[C:5]([NH:7][C:8]1[CH:13]=[CH:12][NH:11][C:10](=[O:14])[CH:9]=1)=[O:6].C(=O)([O-])[O-].[K+].[K+].[F:29][C:30]1[CH:35]=[CH:34][C:33]([OH:36])=[C:32]([CH3:37])[CH:31]=1.CC1CCCO1.